The task is: Predict the reactants needed to synthesize the given product.. This data is from Full USPTO retrosynthesis dataset with 1.9M reactions from patents (1976-2016). (1) Given the product [NH2:7][C@H:8]([C:11]1[CH:16]=[CH:15][N:14]=[C:13]([C:17]([NH2:19])=[O:18])[CH:12]=1)[CH2:9][CH3:10], predict the reactants needed to synthesize it. The reactants are: CC(S([NH:7][C@H:8]([C:11]1[CH:16]=[CH:15][N:14]=[C:13]([C:17]([NH2:19])=[O:18])[CH:12]=1)[CH2:9][CH3:10])=O)(C)C.Cl. (2) Given the product [Br:1][C:2]1[N:3]=[C:4]([N:9]([C:27]([O:29][C:30]([CH3:31])([CH3:32])[CH3:33])=[O:28])[CH2:10][C:11]2[C:12]([Cl:18])=[CH:13][CH:14]=[CH:15][C:16]=2[Cl:17])[C:5]([N:8]([C:27]([O:29][C:30]([CH3:33])([CH3:32])[CH3:31])=[O:28])[C:27]([O:29][C:30]([CH3:33])([CH3:31])[CH3:32])=[O:34])=[N:6][CH:7]=1, predict the reactants needed to synthesize it. The reactants are: [Br:1][C:2]1[N:3]=[C:4]([NH:9][CH2:10][C:11]2[C:16]([Cl:17])=[CH:15][CH:14]=[CH:13][C:12]=2[Cl:18])[C:5]([NH2:8])=[N:6][CH:7]=1.[C:27](O[C:27]([O:29][C:30]([CH3:33])([CH3:32])[CH3:31])=[O:28])([O:29][C:30]([CH3:33])([CH3:32])[CH3:31])=[O:28].[OH2:34]. (3) Given the product [C:37]([O:36][C:35]([N:34]([C:31]1[CH:30]=[CH:29][C:28]([C:13]2[N:9]3[N:10]=[CH:11][CH:12]=[C:7]([N:4]4[CH2:5][CH2:6][O:1][CH2:2][CH2:3]4)[C:8]3=[N:15][C:14]=2[C:16]#[C:17][C:18]2[CH:27]=[CH:26][C:25]3[C:20](=[CH:21][CH:22]=[CH:23][CH:24]=3)[N:19]=2)=[CH:33][N:32]=1)[CH2:51][C:49]([O:48][C:44]([CH3:47])([CH3:46])[CH3:45])=[O:50])=[O:41])([CH3:38])([CH3:40])[CH3:39], predict the reactants needed to synthesize it. The reactants are: [O:1]1[CH2:6][CH2:5][N:4]([C:7]2[C:8]3[N:9]([C:13]([C:28]4[CH:29]=[CH:30][C:31]([NH:34][C:35](=[O:41])[O:36][C:37]([CH3:40])([CH3:39])[CH3:38])=[N:32][CH:33]=4)=[C:14]([C:16]#[C:17][C:18]4[CH:27]=[CH:26][C:25]5[C:20](=[CH:21][CH:22]=[CH:23][CH:24]=5)[N:19]=4)[N:15]=3)[N:10]=[CH:11][CH:12]=2)[CH2:3][CH2:2]1.[H-].[Na+].[C:44]([O:48][C:49]([CH2:51]C(OC(C)(C)C)=O)=[O:50])([CH3:47])([CH3:46])[CH3:45].O. (4) Given the product [CH2:1]([O:5][C:6]1[N:14]=[C:13]2[C:9]([NH:10][C:11](=[O:36])[N:12]2[CH2:15][CH:16]2[CH2:21][CH2:20][N:19]([CH2:22][CH2:23][O:24][C:25]3[CH:30]=[CH:29][CH:28]=[C:27]([CH2:31][C:32]([O:34][CH3:35])=[O:33])[CH:26]=3)[CH2:18][CH2:17]2)=[C:8]([NH2:38])[N:7]=1)[CH2:2][CH2:3][CH3:4], predict the reactants needed to synthesize it. The reactants are: [CH2:1]([O:5][C:6]1[N:14]=[C:13]2[C:9]([N:10]=[C:11]([O:36]C)[N:12]2[CH2:15][CH:16]2[CH2:21][CH2:20][N:19]([CH2:22][CH2:23][O:24][C:25]3[CH:30]=[CH:29][CH:28]=[C:27]([CH2:31][C:32]([O:34][CH3:35])=[O:33])[CH:26]=3)[CH2:18][CH2:17]2)=[C:8]([NH2:38])[N:7]=1)[CH2:2][CH2:3][CH3:4].S(=O)(=O)(O)O.C(=O)(O)[O-].[Na+]. (5) The reactants are: [OH:1][CH2:2][CH2:3][C:4]1[CH:5]=[C:6]([OH:10])[CH:7]=[CH:8][CH:9]=1.[F:11][C:12]1[N:17]=[CH:16][C:15](B(O)O)=[CH:14][CH:13]=1.C(N(CC)CC)C.ONC(=O)CC(=O)CC1C=CC(OCC2C=CC=CC=2OC2C=CC=CC=2)=CC=1. Given the product [F:11][C:12]1[N:17]=[CH:16][C:15]([O:10][C:6]2[CH:5]=[C:4]([CH2:3][CH2:2][OH:1])[CH:9]=[CH:8][CH:7]=2)=[CH:14][CH:13]=1, predict the reactants needed to synthesize it. (6) Given the product [CH3:9][O:8][C:5]1[N:4]=[C:3]([NH:10][C:11]2[CH:12]=[N:13][C:14]([O:17][CH3:18])=[CH:15][CH:16]=2)[C:2]([C:22]2[N:21]=[C:20]([CH3:19])[N:25]=[C:24]([S:26][CH3:27])[N:23]=2)=[CH:7][N:6]=1, predict the reactants needed to synthesize it. The reactants are: I[C:2]1[C:3]([NH:10][C:11]2[CH:12]=[N:13][C:14]([O:17][CH3:18])=[CH:15][CH:16]=2)=[N:4][C:5]([O:8][CH3:9])=[N:6][CH:7]=1.[CH3:19][C:20]1[N:25]=[C:24]([S:26][CH3:27])[N:23]=[C:22]([Sn](CCCC)(CCCC)CCCC)[N:21]=1.[F-].[Cs+].O1CCOCC1. (7) Given the product [NH2:8][C:9]1[N:14]=[CH:13][C:12]([C:15]2[CH:16]=[CH:17][C:18]3[N:19]([CH:21]=[C:22]([NH:24][C:25](=[O:27])[CH3:26])[N:23]=3)[N:20]=2)=[CH:11][C:10]=1[C:28]([F:29])([F:31])[F:30], predict the reactants needed to synthesize it. The reactants are: OC(C(F)(F)F)=O.[NH2:8][C:9]1[N:14]=[CH:13][C:12]([C:15]2[CH:16]=[CH:17][C:18]3[N:19]([CH:21]=[C:22]([NH:24][C:25](=[O:27])[CH3:26])[N:23]=3)[N:20]=2)=[CH:11][C:10]=1[C:28]([F:31])([F:30])[F:29].ClC1C=CC2N(C=C(NC(=O)C)N=2)N=1.CC1(C)C(C)(C)OB(C2C=C(C(F)(F)F)C(N)=NC=2)O1.